This data is from Catalyst prediction with 721,799 reactions and 888 catalyst types from USPTO. The task is: Predict which catalyst facilitates the given reaction. (1) Reactant: [OH:1][CH:2]([C:19]1[CH:28]=[CH:27][C:26]2[C:21](=[CH:22][CH:23]=[CH:24][CH:25]=2)[CH:20]=1)[C:3]1[CH:7]=[C:6]([C:8]2[CH:13]=[CH:12][N:11]=[CH:10][CH:9]=2)[S:5][C:4]=1[C:14]([O:16]CC)=[O:15].O1CCCC1.CO.[OH-].[Na+]. Product: [OH:1][CH:2]([C:19]1[CH:28]=[CH:27][C:26]2[C:21](=[CH:22][CH:23]=[CH:24][CH:25]=2)[CH:20]=1)[C:3]1[CH:7]=[C:6]([C:8]2[CH:13]=[CH:12][N:11]=[CH:10][CH:9]=2)[S:5][C:4]=1[C:14]([OH:16])=[O:15]. The catalyst class is: 6. (2) Reactant: [CH3:1][C:2]1([CH3:20])[O:7][C:6](=O)[NH:5][C:4]2[CH:9]=[CH:10][C:11]([C:13]3[CH:14]=[C:15]([C:18]#[N:19])[S:16][CH:17]=3)=[CH:12][C:3]1=2.COC1C=CC(P2(SP(C3C=CC(OC)=CC=3)(=S)S2)=[S:30])=CC=1. Product: [CH3:1][C:2]1([CH3:20])[O:7][C:6](=[S:30])[NH:5][C:4]2[CH:9]=[CH:10][C:11]([C:13]3[CH:14]=[C:15]([C:18]#[N:19])[S:16][CH:17]=3)=[CH:12][C:3]1=2. The catalyst class is: 673. (3) Reactant: [NH2:1][C:2]1[CH:3]=[C:4]([OH:8])[CH:5]=[CH:6][CH:7]=1.[CH3:9][C:10]([O:13][C:14](O[C:14]([O:13][C:10]([CH3:12])([CH3:11])[CH3:9])=[O:15])=[O:15])([CH3:12])[CH3:11].CCOC(C)=O. The catalyst class is: 1. Product: [OH:8][C:4]1[CH:3]=[C:2]([NH:1][C:14](=[O:15])[O:13][C:10]([CH3:12])([CH3:11])[CH3:9])[CH:7]=[CH:6][CH:5]=1.